This data is from Full USPTO retrosynthesis dataset with 1.9M reactions from patents (1976-2016). The task is: Predict the reactants needed to synthesize the given product. The reactants are: C[Si]([N-][Si](C)(C)C)(C)C.[K+].[Br:11][C:12]1[CH:27]=[C:15]2[N:16]=[C:17]([CH3:26])[C:18]([CH2:21][C:22]([O:24][CH3:25])=[O:23])=[C:19]([Cl:20])[N:14]2[N:13]=1.C1(C2[O:36]N2S(C2C=CC=CC=2)(=O)=O)C=CC=CC=1. Given the product [Br:11][C:12]1[CH:27]=[C:15]2[N:16]=[C:17]([CH3:26])[C:18]([CH:21]([OH:36])[C:22]([O:24][CH3:25])=[O:23])=[C:19]([Cl:20])[N:14]2[N:13]=1, predict the reactants needed to synthesize it.